Binary Classification. Given a drug SMILES string, predict its activity (active/inactive) in a high-throughput screening assay against a specified biological target. From a dataset of KCNQ2 potassium channel screen with 302,405 compounds. (1) The molecule is o1c2nc(c3c(CCCC3)c2c2ncnc(NCCCN(C)C)c12)CCC. The result is 1 (active). (2) The drug is S(=O)(=O)(N\N=C\c1ccc(OCC(=O)Nc2ccccc2)cc1)c1ccccc1. The result is 0 (inactive). (3) The compound is O\N=C\c1c(N2CCCC2)n(nc1C)c1ccccc1. The result is 0 (inactive). (4) The drug is ClC(C(=O)c1ccccc1)C(=O)Nc1ccccc1. The result is 0 (inactive).